This data is from Forward reaction prediction with 1.9M reactions from USPTO patents (1976-2016). The task is: Predict the product of the given reaction. (1) Given the reactants Cl[C:2]1[CH:7]=[CH:6][N:5]=[CH:4][C:3]=1[C:8]1[N:13]=[C:12]([CH3:14])[N:11]=[C:10]([NH:15][C:16](=[O:18])[CH3:17])[CH:9]=1.[NH2:19][C:20]1[CH:28]=[CH:27][CH:26]=[C:25]2[C:21]=1[CH:22]=[CH:23][NH:24]2, predict the reaction product. The product is: [NH:24]1[C:25]2[C:21](=[C:20]([NH:19][C:2]3[CH:7]=[CH:6][N:5]=[CH:4][C:3]=3[C:8]3[N:13]=[C:12]([CH3:14])[N:11]=[C:10]([NH:15][C:16](=[O:18])[CH3:17])[CH:9]=3)[CH:28]=[CH:27][CH:26]=2)[CH:22]=[CH:23]1.[NH2:15][C:10]1[N:11]=[C:12]([CH3:14])[N:13]=[C:8]([C:3]2[CH:4]=[N:5][CH:6]=[CH:7][C:2]=2[NH:19][C:20]2[C:21]3[CH:22]=[CH:23][NH:24][C:25]=3[CH:26]=[CH:27][CH:28]=2)[CH:9]=1. (2) Given the reactants C(O)C.[C:4]([O:8][C:9]([N:11]([CH2:23][C:24]([O:26][C:27]([CH3:30])([CH3:29])[CH3:28])=[O:25])[C:12]1[CH:17]=[CH:16][CH:15]=[C:14]([C:18](OCC)=[O:19])[N:13]=1)=[O:10])([CH3:7])([CH3:6])[CH3:5].[Cl-].[Ca+2].[Cl-].[BH4-].[Na+].COCCOCCOCCOCCOC, predict the reaction product. The product is: [C:27]([O:26][C:24](=[O:25])[CH2:23][N:11]([C:9]([O:8][C:4]([CH3:7])([CH3:6])[CH3:5])=[O:10])[C:12]1[CH:17]=[CH:16][CH:15]=[C:14]([CH2:18][OH:19])[N:13]=1)([CH3:30])([CH3:29])[CH3:28]. (3) Given the reactants [CH:1]1([O:4][C:5]2[CH:6]=[C:7]([C:15]3[N:32](COCC[Si](C)(C)C)[C:18]4[CH:19]=[N:20][N:21]([CH2:24][O:25][CH2:26][CH2:27][Si:28]([CH3:31])([CH3:30])[CH3:29])[C:22](=[O:23])[C:17]=4[C:16]=3[C:41]3[CH:42]=[N:43][N:44](COCC[Si](C)(C)C)[CH:45]=3)[CH:8]=[CH:9][C:10]=2[O:11][CH:12]([F:14])[F:13])[CH2:3][CH2:2]1.C1(OC2C=C(C3N(COCC[Si](C)(C)C)C4C=NN(COCC[Si](C)(C)C)C(=O)C=4C=3C)C=CC=2OC(F)F)CC1, predict the reaction product. The product is: [CH:1]1([O:4][C:5]2[CH:6]=[C:7]([C:15]3[NH:32][C:18]4[CH:19]=[N:20][N:21]([CH2:24][O:25][CH2:26][CH2:27][Si:28]([CH3:31])([CH3:30])[CH3:29])[C:22](=[O:23])[C:17]=4[C:16]=3[C:41]3[CH:42]=[N:43][NH:44][CH:45]=3)[CH:8]=[CH:9][C:10]=2[O:11][CH:12]([F:14])[F:13])[CH2:2][CH2:3]1. (4) Given the reactants [Cl:1][C:2]1[CH:41]=[CH:40][C:5]([CH2:6][C@@H:7]([NH:29][CH:30]2[CH2:35][CH2:34][CH:33]([NH:36][C:37](=[O:39])[CH3:38])[CH2:32][CH2:31]2)[C:8]([N:10]2[CH2:15][CH2:14][C@@H:13]([N:16]([CH:22]3[CH2:27][CH2:26][CH2:25][CH2:24][CH2:23]3)[C:17]([N:19]([CH3:21])[CH3:20])=[O:18])[C@H:12]([CH3:28])[CH2:11]2)=[O:9])=[CH:4][CH:3]=1.Cl, predict the reaction product. The product is: [ClH:1].[Cl:1][C:2]1[CH:3]=[CH:4][C:5]([CH2:6][C@@H:7]([NH:29][CH:30]2[CH2:35][CH2:34][CH:33]([NH:36][C:37](=[O:39])[CH3:38])[CH2:32][CH2:31]2)[C:8]([N:10]2[CH2:15][CH2:14][C@@H:13]([N:16]([CH:22]3[CH2:27][CH2:26][CH2:25][CH2:24][CH2:23]3)[C:17]([N:19]([CH3:21])[CH3:20])=[O:18])[C@H:12]([CH3:28])[CH2:11]2)=[O:9])=[CH:40][CH:41]=1. (5) Given the reactants [NH:1]1[C:5]2=[N:6][CH:7]=[CH:8][CH:9]=[C:4]2[C:3]([C:10]#[N:11])=[N:2]1.[F:12][C:13]1[CH:20]=[CH:19][C:18]([F:21])=[CH:17][C:14]=1[CH2:15]Br, predict the reaction product. The product is: [F:12][C:13]1[CH:20]=[CH:19][C:18]([F:21])=[CH:17][C:14]=1[CH2:15][N:1]1[C:5]2=[N:6][CH:7]=[CH:8][CH:9]=[C:4]2[C:3]([C:10]#[N:11])=[N:2]1. (6) Given the reactants [Cl:1][C:2]1[CH:3]=[C:4]2[C:9](=[CH:10][CH:11]=1)[N:8]([C:12]([C@H:14]([NH:26][C:27]([N:29]1[CH2:35][CH2:34][CH2:33][NH:32][CH2:31][CH2:30]1)=[O:28])[C@H:15]([C:17]1[C:25]3[C:20](=[CH:21][CH:22]=[CH:23][CH:24]=3)[NH:19][CH:18]=1)[CH3:16])=[O:13])[CH2:7][C@@H:6]([CH2:36][N:37]([CH3:39])[CH3:38])[CH2:5]2.C(N(CC)CC)C.[C:47](Cl)(=[O:54])[C:48]1[CH:53]=[CH:52][CH:51]=[CH:50][CH:49]=1.C(=O)([O-])O.[Na+], predict the reaction product. The product is: [C:47]([N:32]1[CH2:33][CH2:34][CH2:35][N:29]([C:27]([NH:26][C@@H:14]([C:12]([N:8]2[C:9]3[C:4](=[CH:3][C:2]([Cl:1])=[CH:11][CH:10]=3)[CH2:5][C@H:6]([CH2:36][N:37]([CH3:39])[CH3:38])[CH2:7]2)=[O:13])[C@H:15]([C:17]2[C:25]3[C:20](=[CH:21][CH:22]=[CH:23][CH:24]=3)[NH:19][CH:18]=2)[CH3:16])=[O:28])[CH2:30][CH2:31]1)(=[O:54])[C:48]1[CH:53]=[CH:52][CH:51]=[CH:50][CH:49]=1. (7) Given the reactants [Cl:1]C1C=CC2SC(S(O)(=O)=O)=C(C)C=2C=1.[CH3:16][O:17][C:18]1[CH:23]=[CH:22][C:21]([NH:24][S:25]([C:28]2[S:32][C:31]3[CH:33]=[CH:34][C:35]([Cl:37])=[CH:36][C:30]=3[C:29]=2[CH3:38])(=[O:27])=[O:26])=[CH:20][C:19]=1[N:39]1[CH2:44][CH2:43][N:42](C(OC(C)(C)C)=O)[CH2:41][CH2:40]1, predict the reaction product. The product is: [ClH:1].[CH3:16][O:17][C:18]1[CH:23]=[CH:22][C:21]([NH:24][S:25]([C:28]2[S:32][C:31]3[CH:33]=[CH:34][C:35]([Cl:37])=[CH:36][C:30]=3[C:29]=2[CH3:38])(=[O:26])=[O:27])=[CH:20][C:19]=1[N:39]1[CH2:40][CH2:41][NH:42][CH2:43][CH2:44]1. (8) Given the reactants [Br:1][C:2]1[CH:7]=[CH:6][C:5]([CH:8]([OH:29])[CH2:9][CH2:10][N:11]2[CH2:16][CH2:15][CH:14]([C:17]3[CH:18]=[C:19]([NH:23][C:24](=[O:28])[CH:25]([CH3:27])[CH3:26])[CH:20]=[CH:21][CH:22]=3)[CH2:13][CH2:12]2)=[CH:4][CH:3]=1.[O:30]([C:37]1[CH:42]=[CH:41][C:40](O)=[CH:39][CH:38]=1)[C:31]1[CH:36]=[CH:35][CH:34]=[CH:33][CH:32]=1, predict the reaction product. The product is: [Br:1][C:2]1[CH:3]=[CH:4][C:5]([CH:8]([O:29][C:40]2[CH:41]=[CH:42][C:37]([O:30][C:31]3[CH:36]=[CH:35][CH:34]=[CH:33][CH:32]=3)=[CH:38][CH:39]=2)[CH2:9][CH2:10][N:11]2[CH2:16][CH2:15][CH:14]([C:17]3[CH:18]=[C:19]([NH:23][C:24](=[O:28])[CH:25]([CH3:26])[CH3:27])[CH:20]=[CH:21][CH:22]=3)[CH2:13][CH2:12]2)=[CH:6][CH:7]=1. (9) Given the reactants [Br:1][C:2]1[CH:7]=[C:6]([F:8])[CH:5]=[CH:4][C:3]=1[S:9](Cl)(=[O:11])=[O:10].[NH2:13][C:14]1[CH:27]=[CH:26][C:17]2[C:18]3[CH:19]=[CH:20][O:21][C:22]=3[CH2:23][CH2:24][O:25][C:16]=2[C:15]=1[C:28]([O:30][CH3:31])=[O:29].N1C=CC=CC=1, predict the reaction product. The product is: [Br:1][C:2]1[CH:7]=[C:6]([F:8])[CH:5]=[CH:4][C:3]=1[S:9]([NH:13][C:14]1[CH:27]=[CH:26][C:17]2[C:18]3[CH:19]=[CH:20][O:21][C:22]=3[CH2:23][CH2:24][O:25][C:16]=2[C:15]=1[C:28]([O:30][CH3:31])=[O:29])(=[O:11])=[O:10]. (10) Given the reactants [Br:1][C:2]1[CH:11]=[C:10]2[C:5]([C:6](=[O:17])[N:7]3[CH2:15][CH:14]([OH:16])[CH2:13][CH2:12][C:8]3=[N:9]2)=[CH:4][CH:3]=1.CC(OI1(OC(C)=O)(OC(C)=O)OC(=O)C2C=CC=CC1=2)=O.[O-]S([O-])(=S)=O.[Na+].[Na+], predict the reaction product. The product is: [Br:1][C:2]1[CH:11]=[C:10]2[C:5]([C:6](=[O:17])[N:7]3[CH2:15][C:14](=[O:16])[CH2:13][CH2:12][C:8]3=[N:9]2)=[CH:4][CH:3]=1.